This data is from NCI-60 drug combinations with 297,098 pairs across 59 cell lines. The task is: Regression. Given two drug SMILES strings and cell line genomic features, predict the synergy score measuring deviation from expected non-interaction effect. (1) Drug 2: C1=NC2=C(N=C(N=C2N1C3C(C(C(O3)CO)O)F)Cl)N. Synergy scores: CSS=17.3, Synergy_ZIP=-8.30, Synergy_Bliss=-0.514, Synergy_Loewe=-3.10, Synergy_HSA=-0.870. Drug 1: C1C(C(OC1N2C=NC3=C(N=C(N=C32)Cl)N)CO)O. Cell line: SK-OV-3. (2) Drug 1: CC1=C2C(C(=O)C3(C(CC4C(C3C(C(C2(C)C)(CC1OC(=O)C(C(C5=CC=CC=C5)NC(=O)C6=CC=CC=C6)O)O)OC(=O)C7=CC=CC=C7)(CO4)OC(=O)C)O)C)OC(=O)C. Drug 2: CN(C(=O)NC(C=O)C(C(C(CO)O)O)O)N=O. Cell line: SK-MEL-5. Synergy scores: CSS=11.3, Synergy_ZIP=-0.894, Synergy_Bliss=-2.02, Synergy_Loewe=-48.7, Synergy_HSA=-4.06. (3) Drug 1: CC1=CC=C(C=C1)C2=CC(=NN2C3=CC=C(C=C3)S(=O)(=O)N)C(F)(F)F. Drug 2: CC1=C(C=C(C=C1)C(=O)NC2=CC(=CC(=C2)C(F)(F)F)N3C=C(N=C3)C)NC4=NC=CC(=N4)C5=CN=CC=C5. Cell line: NCI-H322M. Synergy scores: CSS=-7.81, Synergy_ZIP=5.98, Synergy_Bliss=4.37, Synergy_Loewe=-5.76, Synergy_HSA=-6.46.